This data is from NCI-60 drug combinations with 297,098 pairs across 59 cell lines. The task is: Regression. Given two drug SMILES strings and cell line genomic features, predict the synergy score measuring deviation from expected non-interaction effect. (1) Drug 1: C1CC(C1)(C(=O)O)C(=O)O.[NH2-].[NH2-].[Pt+2]. Drug 2: CC1CCC2CC(C(=CC=CC=CC(CC(C(=O)C(C(C(=CC(C(=O)CC(OC(=O)C3CCCCN3C(=O)C(=O)C1(O2)O)C(C)CC4CCC(C(C4)OC)O)C)C)O)OC)C)C)C)OC. Cell line: K-562. Synergy scores: CSS=5.29, Synergy_ZIP=-3.63, Synergy_Bliss=0.0930, Synergy_Loewe=0.128, Synergy_HSA=0.168. (2) Drug 1: CN1C2=C(C=C(C=C2)N(CCCl)CCCl)N=C1CCCC(=O)O.Cl. Drug 2: C1CNP(=O)(OC1)N(CCCl)CCCl. Cell line: UACC62. Synergy scores: CSS=1.69, Synergy_ZIP=-0.703, Synergy_Bliss=-1.15, Synergy_Loewe=-0.430, Synergy_HSA=-2.50.